The task is: Regression. Given a peptide amino acid sequence and an MHC pseudo amino acid sequence, predict their binding affinity value. This is MHC class II binding data.. This data is from Peptide-MHC class II binding affinity with 134,281 pairs from IEDB. (1) The peptide sequence is SPHHKKLAQAVMEMT. The MHC is DRB4_0103 with pseudo-sequence DRB4_0103. The binding affinity (normalized) is 0.601. (2) The peptide sequence is VDIINRWQVVAPQLP. The MHC is DRB1_0405 with pseudo-sequence DRB1_0405. The binding affinity (normalized) is 0.352.